This data is from NCI-60 drug combinations with 297,098 pairs across 59 cell lines. The task is: Regression. Given two drug SMILES strings and cell line genomic features, predict the synergy score measuring deviation from expected non-interaction effect. (1) Drug 1: CCC1(CC2CC(C3=C(CCN(C2)C1)C4=CC=CC=C4N3)(C5=C(C=C6C(=C5)C78CCN9C7C(C=CC9)(C(C(C8N6C)(C(=O)OC)O)OC(=O)C)CC)OC)C(=O)OC)O.OS(=O)(=O)O. Drug 2: CC1C(C(CC(O1)OC2CC(CC3=C2C(=C4C(=C3O)C(=O)C5=CC=CC=C5C4=O)O)(C(=O)C)O)N)O. Cell line: SF-539. Synergy scores: CSS=64.0, Synergy_ZIP=-2.91, Synergy_Bliss=-1.70, Synergy_Loewe=-0.501, Synergy_HSA=1.85. (2) Drug 1: CC1=C(C(CCC1)(C)C)C=CC(=CC=CC(=CC(=O)O)C)C. Drug 2: COC1=NC(=NC2=C1N=CN2C3C(C(C(O3)CO)O)O)N. Cell line: OVCAR3. Synergy scores: CSS=-10.3, Synergy_ZIP=4.56, Synergy_Bliss=-2.04, Synergy_Loewe=-6.21, Synergy_HSA=-8.06.